From a dataset of Catalyst prediction with 721,799 reactions and 888 catalyst types from USPTO. Predict which catalyst facilitates the given reaction. (1) Reactant: [CH2:1]([N:3]([C@H:26]1[CH2:31][CH2:30][C@H:29]([NH:32][CH3:33])[CH2:28][CH2:27]1)[C:4]1[C:5]([CH3:25])=[C:6]([C:21]([O:23][CH3:24])=[O:22])[CH:7]=[C:8]([C:10]2[CH:15]=[CH:14][C:13]([O:16][CH2:17][CH2:18][O:19][CH3:20])=[CH:12][CH:11]=2)[CH:9]=1)[CH3:2].Br[CH2:35][CH2:36][O:37][CH3:38].C([O-])([O-])=O.[K+].[K+]. Product: [CH2:1]([N:3]([C@H:26]1[CH2:27][CH2:28][C@H:29]([N:32]([CH2:35][CH2:36][O:37][CH3:38])[CH3:33])[CH2:30][CH2:31]1)[C:4]1[C:5]([CH3:25])=[C:6]([C:21]([O:23][CH3:24])=[O:22])[CH:7]=[C:8]([C:10]2[CH:11]=[CH:12][C:13]([O:16][CH2:17][CH2:18][O:19][CH3:20])=[CH:14][CH:15]=2)[CH:9]=1)[CH3:2]. The catalyst class is: 47. (2) Reactant: [ClH:1].Cl.[CH2:3]([N:10]1[CH2:15][CH2:14][NH:13][CH2:12][CH2:11]1)[C:4]1[CH:9]=[CH:8][CH:7]=[CH:6][CH:5]=1.C([O-])([O-])=O.[K+].[K+].Br[CH2:23][C:24]([C:26]1[CH:31]=[CH:30][C:29]([Cl:32])=[CH:28][CH:27]=1)=[O:25]. Product: [ClH:32].[ClH:1].[CH2:3]([N:10]1[CH2:15][CH2:14][N:13]([CH2:23][C:24]([C:26]2[CH:31]=[CH:30][C:29]([Cl:32])=[CH:28][CH:27]=2)=[O:25])[CH2:12][CH2:11]1)[C:4]1[CH:5]=[CH:6][CH:7]=[CH:8][CH:9]=1. The catalyst class is: 21. (3) Reactant: C[Si]([N-][Si](C)(C)C)(C)C.[Na+].[NH2:11][C:12]1[N:16](C(OC(C)(C)C)=O)[N:15]=[C:14]([CH2:24][CH2:25][C:26]2[CH:31]=[C:30]([O:32][CH3:33])[CH:29]=[C:28]([O:34][CH3:35])[CH:27]=2)[CH:13]=1.[CH3:36][N:37]1[CH2:42][CH2:41][N:40]([C:43]2[N:48]=[CH:47][C:46]([C:49](OC)=[O:50])=[CH:45][N:44]=2)[CH2:39][CH2:38]1. Product: [CH3:33][O:32][C:30]1[CH:31]=[C:26]([CH2:25][CH2:24][C:14]2[CH:13]=[C:12]([NH:11][C:49]([C:46]3[CH:47]=[N:48][C:43]([N:40]4[CH2:41][CH2:42][N:37]([CH3:36])[CH2:38][CH2:39]4)=[N:44][CH:45]=3)=[O:50])[NH:16][N:15]=2)[CH:27]=[C:28]([O:34][CH3:35])[CH:29]=1. The catalyst class is: 1. (4) Reactant: COC1C=CC(P2(SP(C3C=CC(OC)=CC=3)(=S)S2)=[S:10])=CC=1.[CH2:23]([S:26][C:27]1[CH:32]=[CH:31][NH:30][C:29](=O)[C:28]=1[CH3:34])[CH2:24][CH3:25]. Product: [CH2:23]([S:26][C:27]1[CH:32]=[CH:31][NH:30][C:29](=[S:10])[C:28]=1[CH3:34])[CH2:24][CH3:25]. The catalyst class is: 11. (5) Reactant: [F:1][C:2]1[CH:3]=[C:4]([CH:18]=[CH:19][C:20]=1[N+:21]([O-])=O)[NH:5][C:6]1[CH:11]=[CH:10][N:9]=[C:8]([NH:12][C:13]([CH:15]2[CH2:17][CH2:16]2)=[O:14])[CH:7]=1. Product: [NH2:21][C:20]1[CH:19]=[CH:18][C:4]([NH:5][C:6]2[CH:11]=[CH:10][N:9]=[C:8]([NH:12][C:13]([CH:15]3[CH2:17][CH2:16]3)=[O:14])[CH:7]=2)=[CH:3][C:2]=1[F:1]. The catalyst class is: 19. (6) Reactant: C[O:2][C:3](=[O:31])[C:4]1[CH:9]=[C:8]([C:10]2[N:11]=[C:12]([C:15]3[N:16]=[CH:17][C:18]4[C:23]([CH:24]=3)=[CH:22][CH:21]=[CH:20][CH:19]=4)[NH:13][CH:14]=2)[CH:7]=[C:6]([NH:25][C:26](=[O:30])[CH:27]([CH3:29])[CH3:28])[CH:5]=1.[Li+].[OH-]. Product: [C:26]([NH:25][C:6]1[CH:5]=[C:4]([CH:9]=[C:8]([C:10]2[N:11]=[C:12]([C:15]3[N:16]=[CH:17][C:18]4[C:23]([CH:24]=3)=[CH:22][CH:21]=[CH:20][CH:19]=4)[NH:13][CH:14]=2)[CH:7]=1)[C:3]([OH:31])=[O:2])(=[O:30])[CH:27]([CH3:29])[CH3:28]. The catalyst class is: 36.